This data is from Forward reaction prediction with 1.9M reactions from USPTO patents (1976-2016). The task is: Predict the product of the given reaction. Given the reactants [NH:1]1[CH2:4][CH:3]([C:5]2[CH:6]=[C:7]3[C:11](=[CH:12][CH:13]=2)[N:10]([S:14]([C:17]2[CH:22]=[CH:21][C:20]([C:23]4[O:27][CH:26]=[N:25][CH:24]=4)=[CH:19][CH:18]=2)(=[O:16])=[O:15])[CH:9]=[CH:8]3)[CH2:2]1.Cl.N1CC(C2C=C3C(=CC=2)N(S(C2C=CC=CC=2)(=O)=O)CC3)C1, predict the reaction product. The product is: [NH:1]1[CH2:2][CH:3]([C:5]2[CH:6]=[C:7]3[C:11](=[CH:12][CH:13]=2)[N:10]([S:14]([C:17]2[CH:18]=[CH:19][C:20]([C:23]4[O:27][CH:26]=[N:25][CH:24]=4)=[CH:21][CH:22]=2)(=[O:16])=[O:15])[CH2:9][CH2:8]3)[CH2:4]1.